From a dataset of Full USPTO retrosynthesis dataset with 1.9M reactions from patents (1976-2016). Predict the reactants needed to synthesize the given product. (1) Given the product [NH2:1][CH:2]([CH2:25][OH:26])[CH2:3][N:4]1[C:13]([C:14]#[N:15])=[C:12]([C:16]2[CH:21]=[CH:20][CH:19]=[CH:18][CH:17]=2)[C:11]2[C:6](=[CH:7][CH:8]=[C:9]([O:22][CH3:23])[CH:10]=2)[C:5]1=[O:24], predict the reactants needed to synthesize it. The reactants are: [NH2:1][CH:2]([CH2:25][O:26][Si](C(C)(C)C)(C1C=CC=CC=1)C1C=CC=CC=1)[CH2:3][N:4]1[C:13]([C:14]#[N:15])=[C:12]([C:16]2[CH:21]=[CH:20][CH:19]=[CH:18][CH:17]=2)[C:11]2[C:6](=[CH:7][CH:8]=[C:9]([O:22][CH3:23])[CH:10]=2)[C:5]1=[O:24]. (2) Given the product [O:24]=[C:23]1[C:14]2[N:15]=[N:16][C:17]3[CH:18]=[CH:19][CH:20]=[CH:21][C:22]=3[C:13]=2[NH:2][N:1]1[C:3]1[CH:4]=[CH:5][C:6]([C:7]([OH:9])=[O:8])=[CH:10][CH:11]=1, predict the reactants needed to synthesize it. The reactants are: [NH:1]([C:3]1[CH:11]=[CH:10][C:6]([C:7]([OH:9])=[O:8])=[CH:5][CH:4]=1)[NH2:2].Cl[C:13]1[C:22]2[C:17](=[CH:18][CH:19]=[CH:20][CH:21]=2)[N:16]=[N:15][C:14]=1[C:23](OC)=[O:24]. (3) Given the product [Br:1][C:2]1[N:6]2[CH:7]=[CH:8][N:9]=[C:10]([NH:14][CH2:12][CH3:13])[C:5]2=[N:4][CH:3]=1, predict the reactants needed to synthesize it. The reactants are: [Br:1][C:2]1[N:6]2[C:7](Br)=[CH:8][N:9]=[CH:10][C:5]2=[N:4][CH:3]=1.[CH2:12]([NH2:14])[CH3:13].C1COCC1. (4) Given the product [CH2:23]([O:30][C:31](=[O:32])[NH:33][C:34]1[C:39](=[O:40])[N:38]2[C:41]([C:44](=[O:46])[NH:66][CH2:65][C:62]3[CH:63]=[CH:64][C:59]([C:57]([NH:56][C:55]([O:54][C:50]([CH3:53])([CH3:52])[CH3:51])=[O:67])=[NH:58])=[CH:60][CH:61]=3)([CH2:47][O:48][CH3:49])[CH2:42][CH2:43][C:37]2=[N:36][CH:35]=1)[C:24]1[CH:25]=[CH:26][CH:27]=[CH:28][CH:29]=1, predict the reactants needed to synthesize it. The reactants are: C(OC(=O)NC1C(=O)N2C(C)CCC2=NC=1)C1C=CC=CC=1.[CH2:23]([O:30][C:31]([NH:33][C:34]1[C:39](=[O:40])[N:38]2[C:41]([CH2:47][O:48][CH3:49])([C:44]([OH:46])=O)[CH2:42][CH2:43][C:37]2=[N:36][CH:35]=1)=[O:32])[C:24]1[CH:29]=[CH:28][CH:27]=[CH:26][CH:25]=1.[C:50]([O:54][C:55](=[O:67])[NH:56][C:57]([C:59]1[CH:64]=[CH:63][C:62]([CH2:65][NH2:66])=[CH:61][CH:60]=1)=[NH:58])([CH3:53])([CH3:52])[CH3:51]. (5) Given the product [Cl:38][C:11]1[CH:10]=[N:9][C:18]2[C:41]([C:12]=1[C:24](=[CH2:29])[C:25]([O:27][CH3:28])=[O:26])=[N:42][C:44]([O:45][CH3:5])=[CH:14][CH:13]=2, predict the reactants needed to synthesize it. The reactants are: OS([C:5](F)(F)F)(=O)=O.[N:9]1[C:18]2[C:13](=[CH:14]C=CN=2)[CH:12]=[CH:11][CH:10]=1.C([Sn](CCCC)(CCCC)[C:24](=[CH2:29])[C:25]([O:27][CH3:28])=[O:26])CCC.[Cl-:38].[Li+].[I-].[CH3:41][N:42]([CH:44]=[O:45])C.